The task is: Predict the reaction yield, written as a fraction of the theoretical maximum amount of product (1.0 means a 100% yield; for example, 0.34 means a 34% yield).. This data is from Reaction yield outcomes from USPTO patents with 853,638 reactions. (1) The reactants are CN(C)C=O.[Cl:6][CH2:7][C:8]([CH2:10]Cl)=[CH2:9].[CH:12]([C:14]1[CH:15]=[C:16]([CH:21]=[CH:22][C:23]=1[OH:24])[C:17]([O:19][CH3:20])=[O:18])=[O:13].Cl. The catalyst is [I-].C([N+](CCCC)(CCCC)CCCC)CCC.O. The product is [Cl:6][CH2:7][C:8](=[CH2:9])[CH2:10][O:24][C:23]1[CH:22]=[CH:21][C:16]([C:17]([O:19][CH3:20])=[O:18])=[CH:15][C:14]=1[CH:12]=[O:13]. The yield is 0.520. (2) The catalyst is C1COCC1. The reactants are Cl.[N:2]1([C:8]2[N:19]=[CH:18][CH:17]=[CH:16][C:9]=2[C:10]([O:12][CH:13]([CH3:15])[CH3:14])=[O:11])[CH2:7][CH2:6][NH:5][CH2:4][CH2:3]1.CCN(CC)CC.[CH2:27]([C:29]1[CH:36]=[CH:35][C:32]([CH:33]=O)=[CH:31][CH:30]=1)[CH3:28].[BH-](OC(C)=O)(OC(C)=O)OC(C)=O.[Na+]. The product is [CH2:27]([C:29]1[CH:36]=[CH:35][C:32]([CH2:33][N:5]2[CH2:6][CH2:7][N:2]([C:8]3[C:9]([C:10]([O:12][CH:13]([CH3:15])[CH3:14])=[O:11])=[CH:16][CH:17]=[CH:18][N:19]=3)[CH2:3][CH2:4]2)=[CH:31][CH:30]=1)[CH3:28]. The yield is 0.820. (3) The reactants are [NH2:1][C:2]1[N:3]=[C:4]2[CH:9]=[CH:8][C:7]([O:10][C:11]3[CH:12]=[C:13]([NH:17][C:18](=[O:29])[C:19]4[CH:24]=[CH:23][CH:22]=[C:21]([C:25]([F:28])([F:27])[F:26])[CH:20]=4)[CH:14]=[CH:15][CH:16]=3)=[N:6][N:5]2[CH:30]=1.[C:31](O)(=[O:34])[CH2:32][CH3:33].Cl.CN(C)CCCN=C=NCC.ON1C2C=CC=CC=2N=N1.C(N(CC)CC)C. The catalyst is CN(C)C=O. The product is [C:31]([NH:1][C:2]1[N:3]=[C:4]2[CH:9]=[CH:8][C:7]([O:10][C:11]3[CH:12]=[C:13]([NH:17][C:18](=[O:29])[C:19]4[CH:24]=[CH:23][CH:22]=[C:21]([C:25]([F:28])([F:27])[F:26])[CH:20]=4)[CH:14]=[CH:15][CH:16]=3)=[N:6][N:5]2[CH:30]=1)(=[O:34])[CH2:32][CH3:33]. The yield is 0.680. (4) The yield is 1.00. The product is [CH2:20]([O:19][C:17](=[O:18])[NH:11][C:7]1[N:6]=[C:5]2[O:4][CH2:3][CH2:2][O:1][C:10]2=[CH:9][CH:8]=1)[C:21]1[CH:26]=[CH:25][CH:24]=[CH:23][CH:22]=1. The reactants are [O:1]1[C:10]2[C:5](=[N:6][C:7]([NH2:11])=[CH:8][CH:9]=2)[O:4][CH2:3][CH2:2]1.C([O-])(O)=O.[Na+].[C:17](Cl)([O:19][CH2:20][C:21]1[CH:26]=[CH:25][CH:24]=[CH:23][CH:22]=1)=[O:18]. The catalyst is CC(C)=O.O. (5) The yield is 0.500. The product is [Br:7][C:8]1[CH:9]=[C:10]2[C:15](=[CH:16][CH:17]=1)[N:14]=[C:13]([O:18][CH3:19])[C:12]1[C:20]([CH3:32])([O:27][CH2:28][CH:29]([OH:30])[CH2:31][N:43]3[CH:44]=[CH:45][C:41]([C:38]4[CH:37]=[CH:36][C:35]([C:34]([F:33])([F:46])[F:47])=[CH:40][CH:39]=4)=[N:42]3)[C:21]3[C:26]([C:11]2=1)=[CH:25][CH:24]=[CH:23][CH:22]=3. The reactants are C(=O)([O-])[O-].[K+].[K+].[Br:7][C:8]1[CH:9]=[C:10]2[C:15](=[CH:16][CH:17]=1)[N:14]=[C:13]([O:18][CH3:19])[C:12]1[C:20]([CH3:32])([O:27][CH2:28][CH:29]3[CH2:31][O:30]3)[C:21]3[C:26]([C:11]2=1)=[CH:25][CH:24]=[CH:23][CH:22]=3.[F:33][C:34]([F:47])([F:46])[C:35]1[CH:40]=[CH:39][C:38]([C:41]2[CH:45]=[CH:44][NH:43][N:42]=2)=[CH:37][CH:36]=1. The catalyst is CN(C)C=O. (6) The reactants are C(OC([NH:11][CH:12]1[N:18]=[C:17]([C:19]2[CH:24]=[CH:23][CH:22]=[CH:21][CH:20]=2)[C:16]2[CH:25]=[CH:26][CH:27]=[CH:28][C:15]=2[N:14]([CH2:29][CH2:30][CH2:31][C:32]([F:35])([F:34])[F:33])[C:13]1=[O:36])=O)C1C=CC=CC=1. The catalyst is C(Cl)Cl. The product is [NH2:11][CH:12]1[N:18]=[C:17]([C:19]2[CH:20]=[CH:21][CH:22]=[CH:23][CH:24]=2)[C:16]2[CH:25]=[CH:26][CH:27]=[CH:28][C:15]=2[N:14]([CH2:29][CH2:30][CH2:31][C:32]([F:34])([F:33])[F:35])[C:13]1=[O:36]. The yield is 1.00.